Dataset: Full USPTO retrosynthesis dataset with 1.9M reactions from patents (1976-2016). Task: Predict the reactants needed to synthesize the given product. (1) Given the product [N:1]1([C:5]([C:7]2[CH:33]=[CH:32][C:10]([O:11][C:12]3[CH:13]=[C:14]([C:24]4[NH:28][C:27]([C:29]([NH:39][CH2:38][CH2:37][Cl:36])=[O:31])=[CH:26][CH:25]=4)[CH:15]=[C:16]([O:18][C@@H:19]([CH3:23])[CH2:20][O:21][CH3:22])[CH:17]=3)=[C:9]([F:34])[CH:8]=2)=[O:6])[CH2:4][CH2:3][CH2:2]1, predict the reactants needed to synthesize it. The reactants are: [N:1]1([C:5]([C:7]2[CH:33]=[CH:32][C:10]([O:11][C:12]3[CH:13]=[C:14]([C:24]4[NH:28][C:27]([C:29]([OH:31])=O)=[CH:26][CH:25]=4)[CH:15]=[C:16]([O:18][C@@H:19]([CH3:23])[CH2:20][O:21][CH3:22])[CH:17]=3)=[C:9]([F:34])[CH:8]=2)=[O:6])[CH2:4][CH2:3][CH2:2]1.Cl.[Cl:36][CH2:37][CH2:38][NH2:39].CCN=C=NCCCN(C)C.Cl. (2) Given the product [CH3:1][O:2][C:3]([C:4]1[CH:9]=[C:8]([C:15]2[CH:16]=[CH:17][CH:18]=[CH:19][CH:20]=2)[CH:7]=[CH:6][CH:5]=1)=[O:10], predict the reactants needed to synthesize it. The reactants are: [CH3:1][O:2][C:3](=[O:10])[C:4]1[CH:9]=[CH:8][CH:7]=[CH:6][CH:5]=1.COC([C:15]1[CH:16]=[C:17](B(O)O)[CH:18]=[CH:19][CH:20]=1)=O. (3) Given the product [C:21]1([O-:27])[CH:26]=[CH:25][CH:24]=[CH:23][CH:22]=1.[C:15]1([S+:8]([C:2]2[CH:3]=[CH:4][CH:5]=[CH:6][CH:7]=2)[C:9]2[CH:14]=[CH:13][CH:12]=[CH:11][CH:10]=2)[CH:16]=[CH:17][CH:18]=[CH:19][CH:20]=1, predict the reactants needed to synthesize it. The reactants are: [Br-].[C:2]1([S+:8]([C:15]2[CH:20]=[CH:19][CH:18]=[CH:17][CH:16]=2)[C:9]2[CH:14]=[CH:13][CH:12]=[CH:11][CH:10]=2)[CH:7]=[CH:6][CH:5]=[CH:4][CH:3]=1.[C:21]1([OH:27])[CH:26]=[CH:25][CH:24]=[CH:23][CH:22]=1. (4) Given the product [CH2:1]([O:3][C:4]1[CH:5]=[C:6](/[CH:13]=[CH:17]/[C:38]([O:41][CH2:19][CH2:20][CH2:21][CH2:22][CH2:23][CH2:24][CH2:25][CH2:26][CH2:27][CH2:28][CH2:29][OH:30])=[O:40])[CH:7]=[CH:8][C:9]=1[O:10][CH2:11][CH3:12])[CH3:2], predict the reactants needed to synthesize it. The reactants are: [CH2:1]([O:3][C:4]1[CH:5]=[C:6]([C:13](=[CH2:17])C(O)=O)[CH:7]=[CH:8][C:9]=1[O:10][CH2:11][CH3:12])[CH3:2].Br[CH2:19][CH2:20][CH2:21][CH2:22][CH2:23][CH2:24][CH2:25][CH2:26][CH2:27][CH2:28][CH2:29][OH:30].C1(C)C=CC=CC=1.[C:38]([O:41]CC)(=[O:40])C. (5) Given the product [OH:8][NH:9][C:10]([CH:12]([CH:16]([C:27]1[CH:35]=[CH:34][C:30]([C:31]([NH2:33])=[O:32])=[CH:29][CH:28]=1)[CH2:17][CH2:18][CH2:19][CH:20]1[C:24](=[O:25])[NH:23][C:22](=[O:26])[NH:21]1)[CH:13]([CH3:15])[CH3:14])=[O:11], predict the reactants needed to synthesize it. The reactants are: C([O:8][NH:9][C:10]([CH:12]([CH:16]([C:27]1[CH:35]=[CH:34][C:30]([C:31]([NH2:33])=[O:32])=[CH:29][CH:28]=1)[CH2:17][CH2:18][CH2:19][CH:20]1[C:24](=[O:25])[NH:23][C:22](=[O:26])[NH:21]1)[CH:13]([CH3:15])[CH3:14])=[O:11])C1C=CC=CC=1.